Dataset: Reaction yield outcomes from USPTO patents with 853,638 reactions. Task: Predict the reaction yield, written as a fraction of the theoretical maximum amount of product (1.0 means a 100% yield; for example, 0.34 means a 34% yield). (1) The catalyst is CN(C1C=CN=CC=1)C.O. The yield is 0.699. The reactants are [NH2:1][CH:2]([C:6]1[CH:11]=[CH:10][C:9]([F:12])=[C:8]([F:13])[CH:7]=1)[CH2:3][CH2:4][OH:5].[CH3:14][C:15]([Si:18](Cl)([CH3:20])[CH3:19])([CH3:17])[CH3:16].CCN(C(C)C)C(C)C.C(Cl)Cl. The product is [Si:18]([O:5][CH2:4][CH2:3][CH:2]([C:6]1[CH:11]=[CH:10][C:9]([F:12])=[C:8]([F:13])[CH:7]=1)[NH2:1])([C:15]([CH3:17])([CH3:16])[CH3:14])([CH3:20])[CH3:19]. (2) The reactants are Br[C:2]1[C:3]([CH3:25])=[C:4]([CH:21]=[CH:22][C:23]=1[CH3:24])[CH2:5][NH:6][C:7]1[CH:20]=[CH:19][C:10]2[C@H:11]([CH2:14][C:15]([O:17][CH3:18])=[O:16])[CH2:12][O:13][C:9]=2[CH:8]=1.[F:26][CH:27]([F:44])[N:28]1[C:32]([CH3:33])=[C:31](B2OC(C)(C)C(C)(C)O2)[C:30]([CH3:43])=[N:29]1. No catalyst specified. The product is [F:26][CH:27]([F:44])[N:28]1[C:32]([CH3:33])=[C:31]([C:2]2[C:3]([CH3:25])=[C:4]([CH:21]=[CH:22][C:23]=2[CH3:24])[CH2:5][NH:6][C:7]2[CH:20]=[CH:19][C:10]3[C@H:11]([CH2:14][C:15]([O:17][CH3:18])=[O:16])[CH2:12][O:13][C:9]=3[CH:8]=2)[C:30]([CH3:43])=[N:29]1. The yield is 0.870. (3) The reactants are F[C:2]1[CH:3]=[C:4]([CH3:11])[CH:5]=[CH:6][C:7]=1[N+:8]([O-:10])=[O:9].[CH3:12][C:13]1[CH:19]=[CH:18][C:16]([NH2:17])=[C:15]([O:20][CH2:21][CH2:22][CH:23]([CH3:25])[CH3:24])[CH:14]=1.[NH2:26][C:27]1[S:28][CH:29]=[CH:30][N:31]=1.CC(C)C[CH2:35][OH:36]. No catalyst specified. The product is [CH3:12][CH:13]([CH3:19])[CH2:14][CH2:15][O:20][C:2]1[CH:3]=[C:4]([CH3:11])[CH:5]=[CH:6][C:7]=1[N+:8]([O-:10])=[O:9].[CH3:12][C:13]1[CH:19]=[CH:18][C:16]([NH:17][C:35]([NH:26][C:27]2[S:28][CH:29]=[CH:30][N:31]=2)=[O:36])=[C:15]([O:20][CH2:21][CH2:22][CH:23]([CH3:25])[CH3:24])[CH:14]=1. The yield is 0.800. (4) The reactants are [CH2:1]([O:3][C:4](=[O:32])[CH2:5][N:6]([CH2:17][C:18]([N:20]([N:22]1[CH2:30][C:29]2[C:24](=[CH:25][CH:26]=[CH:27][C:28]=2[F:31])[CH2:23]1)[CH3:21])=[O:19])[C:7]1[CH:8]=[C:9]2[C:13](=[CH:14][C:15]=1[CH3:16])[NH:12][N:11]=[CH:10]2)[CH3:2].FC(F)(F)S(O[CH2:39][CH:40]([F:42])[F:41])(=O)=O. No catalyst specified. The product is [CH2:1]([O:3][C:4](=[O:32])[CH2:5][N:6]([C:7]1[CH:8]=[C:9]2[C:13](=[CH:14][C:15]=1[CH3:16])[N:12]([CH2:39][CH:40]([F:42])[F:41])[N:11]=[CH:10]2)[CH2:17][C:18]([N:20]([N:22]1[CH2:30][C:29]2[C:24](=[CH:25][CH:26]=[CH:27][C:28]=2[F:31])[CH2:23]1)[CH3:21])=[O:19])[CH3:2]. The yield is 0.700. (5) The product is [CH3:1][O:2][C:3]1[CH:27]=[C:26]([O:28][CH3:29])[CH:25]=[CH:24][C:4]=1[CH2:5][N:6]([C:19]1[S:23][N:22]=[CH:21][N:20]=1)[S:7]([C:10]1[CH:15]=[C:14]([F:16])[C:13]([O:42][C@@H:37]2[CH2:38][CH2:39][CH2:40][CH2:41][C@H:36]2[C:30]2[CH:31]=[CH:32][CH:33]=[CH:34][CH:35]=2)=[CH:12][C:11]=1[F:18])(=[O:8])=[O:9]. The catalyst is CS(C)=O. The yield is 0.310. The reactants are [CH3:1][O:2][C:3]1[CH:27]=[C:26]([O:28][CH3:29])[CH:25]=[CH:24][C:4]=1[CH2:5][N:6]([C:19]1[S:23][N:22]=[CH:21][N:20]=1)[S:7]([C:10]1[CH:15]=[C:14]([F:16])[C:13](F)=[CH:12][C:11]=1[F:18])(=[O:9])=[O:8].[C:30]1([C@@H:36]2[CH2:41][CH2:40][CH2:39][CH2:38][C@H:37]2[OH:42])[CH:35]=[CH:34][CH:33]=[CH:32][CH:31]=1.[H-].[Na+]. (6) The reactants are Br[C:2]1[C:3]2[CH:4]3[CH2:22][CH2:21][N:20](C(OC(C)(C)C)=O)[CH2:19][CH2:18][CH:5]3[N:6](C(OC(C)(C)C)=O)[C:7]=2[CH:8]=[CH:9][CH:10]=1.P([O-])([O-])([O-])=O.[K+].[K+].[K+].B(O)O.N#N.[CH3:43][N:44]([CH:46]=O)C. The catalyst is C1C=CC([P]([Pd]([P](C2C=CC=CC=2)(C2C=CC=CC=2)C2C=CC=CC=2)([P](C2C=CC=CC=2)(C2C=CC=CC=2)C2C=CC=CC=2)[P](C2C=CC=CC=2)(C2C=CC=CC=2)C2C=CC=CC=2)(C2C=CC=CC=2)C2C=CC=CC=2)=CC=1. The product is [N:44]1[C:43]2[C:2](=[CH:10][CH:9]=[CH:8][CH:7]=2)[CH:3]=[C:4]([C:2]2[C:3]3[C@@H:4]4[CH2:22][CH2:21][NH:20][CH2:19][CH2:18][C@@H:5]4[NH:6][C:7]=3[CH:8]=[CH:9][CH:10]=2)[CH:46]=1. The yield is 0.730.